From a dataset of Full USPTO retrosynthesis dataset with 1.9M reactions from patents (1976-2016). Predict the reactants needed to synthesize the given product. (1) Given the product [F:1][C:2]1[CH:10]=[CH:9][C:5]([C:6]2[O:7][C:12]([CH3:21])=[C:13]([CH2:14][C:15]([O:17][CH2:18][CH3:19])=[O:16])[N:8]=2)=[CH:4][CH:3]=1, predict the reactants needed to synthesize it. The reactants are: [F:1][C:2]1[CH:10]=[CH:9][C:5]([C:6]([NH2:8])=[O:7])=[CH:4][CH:3]=1.Br[CH:12]([CH3:21])[C:13](=O)[CH2:14][C:15]([O:17][CH2:18][CH3:19])=[O:16]. (2) The reactants are: Cl[C:2]1[C:7]([Cl:8])=[CH:6][C:5]([Cl:9])=[C:4](Cl)[N:3]=1.[Cl:11][C:12]1[CH:18]=[CH:17][C:15]([NH2:16])=[CH:14][CH:13]=1.[NH:19]1[CH:23]=[CH:22][CH:21]=[N:20]1. Given the product [Cl:11][C:12]1[CH:18]=[CH:17][C:15]([NH:16][C:2]2[C:7]([Cl:8])=[CH:6][C:5]([Cl:9])=[C:4]([N:19]3[CH:23]=[CH:22][CH:21]=[N:20]3)[N:3]=2)=[CH:14][CH:13]=1, predict the reactants needed to synthesize it. (3) Given the product [CH3:1][O:2][N:3]([CH:4]([CH3:15])[CH2:5][C:6]1[C:7]([Cl:14])=[CH:8][C:9]([Cl:13])=[CH:10][C:11]=1[Cl:12])[C:25]([C:24]1[C:20]([CH:19]([F:29])[F:18])=[N:21][N:22]([CH3:28])[CH:23]=1)=[O:26], predict the reactants needed to synthesize it. The reactants are: [CH3:1][O:2][NH:3][CH:4]([CH3:15])[CH2:5][C:6]1[C:11]([Cl:12])=[CH:10][C:9]([Cl:13])=[CH:8][C:7]=1[Cl:14].[OH-].[Na+].[F:18][CH:19]([F:29])[C:20]1[C:24]([C:25](Cl)=[O:26])=[CH:23][N:22]([CH3:28])[N:21]=1.